From a dataset of Reaction yield outcomes from USPTO patents with 853,638 reactions. Predict the reaction yield, written as a fraction of the theoretical maximum amount of product (1.0 means a 100% yield; for example, 0.34 means a 34% yield). (1) The reactants are [Cl:1][C:2]1[CH:3]=[C:4]2[C:8](=[CH:9][CH:10]=1)[NH:7][C:6](=[O:11])[C:5]2=[C:12]1[C:20]2[C:15](=[CH:16][C:17]([NH:21]C(C3C=CC=CC=3)(C3C=CC=CC=3)C3C=CC=CC=3)=[CH:18][CH:19]=2)[CH2:14][O:13]1.Cl.CO.CO. The catalyst is C1COCC1. The product is [NH2:21][C:17]1[CH:16]=[C:15]2[C:20](=[CH:19][CH:18]=1)[C:12](=[C:5]1[C:4]3[C:8](=[CH:9][CH:10]=[C:2]([Cl:1])[CH:3]=3)[NH:7][C:6]1=[O:11])[O:13][CH2:14]2. The yield is 0.720. (2) The catalyst is C(Cl)Cl. The yield is 0.770. The product is [F:1][C:2]1[CH:7]=[CH:6][CH:5]=[C:4]([F:8])[C:3]=1[N:9]1[C:14]2[N:15]=[C:16]([NH:41][CH2:40][CH2:39][CH2:38][N:37]([CH3:42])[CH3:36])[N:17]=[C:18]([C:19]3[CH:20]=[C:21]([CH:28]=[CH:29][C:30]=3[CH3:31])[C:22]([NH:24][CH2:25][CH2:26][CH3:27])=[O:23])[C:13]=2[CH2:12][NH:11][C:10]1=[O:35]. The reactants are [F:1][C:2]1[CH:7]=[CH:6][CH:5]=[C:4]([F:8])[C:3]=1[N:9]1[C:14]2[N:15]=[C:16](S(C)=O)[N:17]=[C:18]([C:19]3[CH:20]=[C:21]([CH:28]=[CH:29][C:30]=3[CH3:31])[C:22]([NH:24][CH2:25][CH2:26][CH3:27])=[O:23])[C:13]=2[CH2:12][NH:11][C:10]1=[O:35].[CH3:36][N:37]([CH3:42])[CH2:38][CH2:39][CH2:40][NH2:41].